Dataset: Forward reaction prediction with 1.9M reactions from USPTO patents (1976-2016). Task: Predict the product of the given reaction. (1) Given the reactants [CH3:1][O:2][C:3](=[O:15])[C:4]1[CH:13]=[CH:12][C:11](Br)=[C:6]([C:7]([O:9][CH3:10])=[O:8])[CH:5]=1.[Cu][C:17]#[N:18].O1CCOCC1, predict the reaction product. The product is: [C:17]([C:11]1[CH:12]=[CH:13][C:4]([C:3]([O:2][CH3:1])=[O:15])=[CH:5][C:6]=1[C:7]([O:9][CH3:10])=[O:8])#[N:18]. (2) Given the reactants CO.[CH3:3][C:4]([CH3:41])([CH3:40])[CH2:5][CH2:6][NH:7][C:8]([NH:10][C:11]1[CH:16]=[CH:15][C:14]([O:17][C:18]2[C:27]3[C:22](=[CH:23][C:24]([O:30][CH2:31][CH2:32][N:33]4[CH2:38][CH2:37][CH2:36][CH2:35][CH2:34]4)=[C:25]([O:28][CH3:29])[CH:26]=3)[N:21]=[CH:20][CH:19]=2)=[CH:13][C:12]=1[F:39])=[O:9].[ClH:42].CO, predict the reaction product. The product is: [ClH:42].[CH3:3][C:4]([CH3:41])([CH3:40])[CH2:5][CH2:6][NH:7][C:8]([NH:10][C:11]1[CH:16]=[CH:15][C:14]([O:17][C:18]2[C:27]3[C:22](=[CH:23][C:24]([O:30][CH2:31][CH2:32][N:33]4[CH2:38][CH2:37][CH2:36][CH2:35][CH2:34]4)=[C:25]([O:28][CH3:29])[CH:26]=3)[N:21]=[CH:20][CH:19]=2)=[CH:13][C:12]=1[F:39])=[O:9]. (3) Given the reactants [N:1]1([C:7]2[N:12]3[N:13]=[C:14]([C:16]4[CH:21]=[CH:20][CH:19]=[CH:18][CH:17]=4)[CH:15]=[C:11]3[N:10]=[C:9]([NH:22][NH2:23])[CH:8]=2)[CH2:6][CH2:5][O:4][CH2:3][CH2:2]1.[CH3:24][C:25]1([CH3:34])[CH2:29][C:28]2[CH:30]=[CH:31][CH:32]=[CH:33][C:27]=2[O:26]1.[C:35](O)(=O)C.O, predict the reaction product. The product is: [CH3:24][C:25]1([CH3:34])[CH2:29][C:28]2[CH:30]=[CH:31][CH:32]=[C:33]([CH:35]=[N:23][NH:22][C:9]3[CH:8]=[C:7]([N:1]4[CH2:6][CH2:5][O:4][CH2:3][CH2:2]4)[N:12]4[N:13]=[C:14]([C:16]5[CH:21]=[CH:20][CH:19]=[CH:18][CH:17]=5)[CH:15]=[C:11]4[N:10]=3)[C:27]=2[O:26]1.